From a dataset of Full USPTO retrosynthesis dataset with 1.9M reactions from patents (1976-2016). Predict the reactants needed to synthesize the given product. Given the product [Cl:13][C:10]1[CH:11]=[CH:12][C:7]([C:5]2[N:6]=[C:2]([N:28]3[CH2:29][CH2:30][N:25]([C:19]4[CH:24]=[CH:23][CH:22]=[CH:21][CH:20]=4)[CH2:26][CH2:27]3)[O:3][C:4]=2[CH2:14][CH2:15][C:16]([OH:18])=[O:17])=[CH:8][CH:9]=1, predict the reactants needed to synthesize it. The reactants are: Cl[C:2]1[O:3][C:4]([CH2:14][CH2:15][C:16]([OH:18])=[O:17])=[C:5]([C:7]2[CH:12]=[CH:11][C:10]([Cl:13])=[CH:9][CH:8]=2)[N:6]=1.[C:19]1([N:25]2[CH2:30][CH2:29][NH:28][CH2:27][CH2:26]2)[CH:24]=[CH:23][CH:22]=[CH:21][CH:20]=1.C(=O)([O-])[O-].[K+].[K+].[Cl-].[NH4+].